From a dataset of Catalyst prediction with 721,799 reactions and 888 catalyst types from USPTO. Predict which catalyst facilitates the given reaction. (1) Reactant: C1(/C=[CH:8]/[C:9]2[N:10]=[CH:11][C:12]3[CH2:18][CH2:17][C:16](=[O:19])[NH:15][C:13]=3[N:14]=2)C=CC=CC=1.CSC.CN(C=[O:27])C. Product: [O:19]=[C:16]1[NH:15][C:13]2[N:14]=[C:9]([CH:8]=[O:27])[N:10]=[CH:11][C:12]=2[CH2:18][CH2:17]1. The catalyst class is: 5. (2) Reactant: [CH2:1]=[O:2].S(=O)(=O)(O)O.[CH3:8][C:9]1[CH:16]=[C:15](C)[CH:14]=[CH:13][C:10]=1[CH2:11][OH:12].C(C1C=CC=CC=1)C. The catalyst class is: 824. Product: [CH2:11]=[O:12].[C:9]1([CH3:8])[CH:16]=[CH:15][CH:14]=[C:13]([CH2:1][OH:2])[C:10]=1[CH3:11]. (3) Reactant: [C:1]1([C:7]([C:22]2[CH:27]=[CH:26][CH:25]=[CH:24][CH:23]=2)([C:16]2[CH:21]=[CH:20][CH:19]=[CH:18][CH:17]=2)[S:8][CH2:9][CH2:10][NH:11][C:12](=[O:15])[CH2:13]Cl)[CH:6]=[CH:5][CH:4]=[CH:3][CH:2]=1.C([N:30]([CH2:33][CH3:34])CC)C. Product: [C:1]1([C:7]([C:22]2[CH:27]=[CH:26][CH:25]=[CH:24][CH:23]=2)([C:16]2[CH:21]=[CH:20][CH:19]=[CH:18][CH:17]=2)[S:8][CH2:9][CH2:10][NH:11][C:12](=[O:15])[CH2:13][NH:30][CH2:33][CH2:34][S:8][C:7]([C:1]2[CH:6]=[CH:5][CH:4]=[CH:3][CH:2]=2)([C:22]2[CH:23]=[CH:24][CH:25]=[CH:26][CH:27]=2)[C:16]2[CH:17]=[CH:18][CH:19]=[CH:20][CH:21]=2)[CH:6]=[CH:5][CH:4]=[CH:3][CH:2]=1. The catalyst class is: 4. (4) Reactant: [CH3:1][C:2]1([CH3:41])[O:7][C:6]2[CH:8]=[CH:9][C:10]([C@H:12]3[O:16]C(=O)[N:14]([CH2:18][CH2:19][CH2:20][CH2:21][CH2:22][CH2:23][O:24][CH2:25][CH2:26][CH2:27][CH2:28][C:29]4[CH:34]=[CH:33][CH:32]=[C:31]([N:35]5[CH2:39][CH2:38][NH:37][C:36]5=[O:40])[CH:30]=4)[CH2:13]3)=[CH:11][C:5]=2[CH2:4][O:3]1. Product: [CH3:1][C:2]1([CH3:41])[O:7][C:6]2[CH:8]=[CH:9][C:10]([C@@H:12]([OH:16])[CH2:13][NH:14][CH2:18][CH2:19][CH2:20][CH2:21][CH2:22][CH2:23][O:24][CH2:25][CH2:26][CH2:27][CH2:28][C:29]3[CH:30]=[C:31]([N:35]4[CH2:39][CH2:38][NH:37][C:36]4=[O:40])[CH:32]=[CH:33][CH:34]=3)=[CH:11][C:5]=2[CH2:4][O:3]1. The catalyst class is: 1. (5) Reactant: [C:1]([OH:12])(=[O:11])[C:2]1[CH:10]=[CH:9][C:5]([C:6]([OH:8])=[O:7])=[CH:4][CH:3]=1.O.C(O)(=O)C1C=CC(C(O)=O)=CC=1.O.C(O)CO. Product: [C:1]([OH:12])(=[O:11])[C:2]1[CH:10]=[CH:9][C:5]([C:6]([OH:8])=[O:7])=[CH:4][CH:3]=1. The catalyst class is: 196. (6) Reactant: C(=O)([O-])[O-].[K+].[K+].[NH:7]1[CH2:12][CH2:11][CH2:10][CH:9]([CH2:13][OH:14])[CH2:8]1.[C:15](O[C:15]([O:17][C:18]([CH3:21])([CH3:20])[CH3:19])=[O:16])([O:17][C:18]([CH3:21])([CH3:20])[CH3:19])=[O:16]. Product: [C:18]([O:17][C:15]([N:7]1[CH2:12][CH2:11][CH2:10][CH:9]([CH2:13][OH:14])[CH2:8]1)=[O:16])([CH3:21])([CH3:20])[CH3:19]. The catalyst class is: 20. (7) Reactant: [N:1]1[C:11]2[C:6](=[CH:7][CH:8]=[CH:9][CH:10]=2)[CH:5]=[CH:4][C:2]=1[CH3:3].[O:12](C)[S:13]([C:16]([F:19])([F:18])[F:17])(=[O:15])=[O:14]. Product: [O-:15][S:13]([C:16]([F:19])([F:18])[F:17])(=[O:14])=[O:12].[CH3:16][N+:1]1[C:11]2[C:6](=[CH:7][CH:8]=[CH:9][CH:10]=2)[CH:5]=[CH:4][C:2]=1[CH3:3]. The catalyst class is: 4. (8) Reactant: [ClH:1].[CH3:2][NH:3][C:4]1([CH2:7][O:8][C:9]2[CH:10]=[N:11][CH:12]=[CH:13][CH:14]=2)[CH2:6][CH2:5]1.[CH:15](O)=O.C=O.[OH-].[Na+]. Product: [ClH:1].[CH3:2][N:3]([CH3:15])[C:4]1([CH2:7][O:8][C:9]2[CH:10]=[N:11][CH:12]=[CH:13][CH:14]=2)[CH2:6][CH2:5]1. The catalyst class is: 6. (9) Reactant: [Br:1][C:2]1[C:3]([O:9][CH3:10])=[N:4][C:5](Cl)=[N:6][CH:7]=1.[CH:11]([NH2:14])([CH3:13])[CH3:12].O. Product: [Br:1][C:2]1[C:3]([O:9][CH3:10])=[N:4][C:5]([NH:14][CH:11]([CH3:13])[CH3:12])=[N:6][CH:7]=1. The catalyst class is: 1.